From a dataset of Full USPTO retrosynthesis dataset with 1.9M reactions from patents (1976-2016). Predict the reactants needed to synthesize the given product. (1) Given the product [Si:12]([O:3][C@H:2]([CH3:4])[C:1]([O:6][CH3:7])=[O:5])([C:8]([CH3:11])([CH3:10])[CH3:9])([CH3:14])[CH3:13], predict the reactants needed to synthesize it. The reactants are: [C:1]([O:6][CH3:7])(=[O:5])[C@@H:2]([CH3:4])[OH:3].[C:8]([Si:12](Cl)([CH3:14])[CH3:13])([CH3:11])([CH3:10])[CH3:9].N1C=CN=C1. (2) The reactants are: O[CH:2]=[C:3]1[C:12](=[O:13])[C:11]2[C:6](=[CH:7][CH:8]=[CH:9][CH:10]=2)[CH2:5][S:4]1.[Cl:14]CC(Cl)=O. Given the product [Cl:14]/[CH:2]=[C:3]1\[S:4][CH2:5][C:6]2[C:11]([C:12]\1=[O:13])=[CH:10][CH:9]=[CH:8][CH:7]=2, predict the reactants needed to synthesize it. (3) Given the product [Br:14][C:11]1[C:10]2[C:5](=[CH:6][CH:7]=[CH:8][CH:9]=2)[N:4]=[CH:3][C:2]=1[Cl:1], predict the reactants needed to synthesize it. The reactants are: [Cl:1][C:2]1[C:11](=O)[C:10]2[C:5](=[CH:6][CH:7]=[CH:8][CH:9]=2)[NH:4][CH:3]=1.P(Br)(Br)[Br:14]. (4) Given the product [CH3:1][N:2]1[CH2:7][CH2:6][N:5]([C:8]2[C:13]([CH2:14][CH:15]3[CH2:20][CH2:19][CH2:18][NH:17][C:16]3=[O:21])=[N:12][CH:11]=[CH:10][N:9]=2)[CH2:4][CH2:3]1, predict the reactants needed to synthesize it. The reactants are: [CH3:1][N:2]1[CH2:7][CH2:6][N:5]([C:8]2[C:13]([CH:14]=[C:15]3[CH2:20][CH2:19][CH2:18][NH:17][C:16]3=[O:21])=[N:12][CH:11]=[CH:10][N:9]=2)[CH2:4][CH2:3]1.[H][H]. (5) Given the product [NH2:41][C:42]1([C:46]2[CH:47]=[CH:48][C:49]([C:52]3[C:53]([C:70]4[CH:75]=[CH:74][CH:73]=[CH:72][CH:71]=4)=[CH:54][C:55]4[N:60]([CH2:61][C:62]5[CH:67]=[CH:66][CH:65]=[CH:64][N:63]=5)[C:59](=[O:68])[CH2:58][O:57][C:56]=4[N:69]=3)=[CH:50][CH:51]=2)[CH2:45][CH2:44][CH2:43]1, predict the reactants needed to synthesize it. The reactants are: N1C=CN=C1CN1C(=O)COC2N=C(C3C=CC(C4(N)CCC4)=CC=3)C(C3C=CC=CC=3)=CC1=2.C(OC(=O)[NH:41][C:42]1([C:46]2[CH:51]=[CH:50][C:49]([C:52]3[C:53]([C:70]4[CH:75]=[CH:74][CH:73]=[CH:72][CH:71]=4)=[CH:54][C:55]4[N:60]([CH2:61][C:62]5[CH:67]=[CH:66][CH:65]=[CH:64][N:63]=5)[C:59](=[O:68])[CH2:58][O:57][C:56]=4[N:69]=3)=[CH:48][CH:47]=2)[CH2:45][CH2:44][CH2:43]1)(C)(C)C. (6) Given the product [N:35]1([C:12]2[CH:17]=[CH:16][C:15]([NH:18][C:19]3[N:20]=[CH:21][C:22]4[C:27](=[O:28])[NH:26][C:25]5([CH2:34][CH2:33][CH2:32][CH2:31][CH2:30][CH2:29]5)[C:23]=4[N:24]=3)=[CH:14][CH:13]=2)[CH2:40][CH2:39][NH:38][CH2:37][CH2:36]1, predict the reactants needed to synthesize it. The reactants are: C[Si]([N-][Si](C)(C)C)(C)C.[Li+].Br[C:12]1[CH:17]=[CH:16][C:15]([NH:18][C:19]2[N:20]=[CH:21][C:22]3[C:27](=[O:28])[NH:26][C:25]4([CH2:34][CH2:33][CH2:32][CH2:31][CH2:30][CH2:29]4)[C:23]=3[N:24]=2)=[CH:14][CH:13]=1.[NH:35]1[CH2:40][CH2:39][NH:38][CH2:37][CH2:36]1.COC1C=CC=C(OC)C=1C1C=CC=CC=1P(C1CCCCC1)C1CCCCC1. (7) Given the product [C:13]1([S:19]([N:22]2[C:26]3[N:27]=[CH:28][N:29]=[C:30]([Cl:31])[C:25]=3[CH:24]=[C:23]2[C:6]2[CH:5]=[CH:7][CH:10]=[CH:9][CH:8]=2)(=[O:21])=[O:20])[CH:14]=[CH:15][CH:16]=[CH:17][CH:18]=1, predict the reactants needed to synthesize it. The reactants are: C(N[CH:5]([CH3:7])[CH3:6])(C)C.[CH2:8]([Li])[CH2:9][CH2:10]C.[C:13]1([S:19]([N:22]2[C:26]3[N:27]=[CH:28][N:29]=[C:30]([Cl:31])[C:25]=3[CH:24]=[CH:23]2)(=[O:21])=[O:20])[CH:18]=[CH:17][CH:16]=[CH:15][CH:14]=1. (8) Given the product [NH2:29][CH2:20][C:17]1[O:16][C:15]([C:14]2[C:9]([NH:8][C:5]3[CH:6]=[CH:7][C:2]([Br:1])=[CH:3][C:4]=3[F:26])=[C:10]([Cl:25])[C:11]3[N:12]([CH:22]=[CH:23][N:24]=3)[CH:13]=2)=[N:19][N:18]=1, predict the reactants needed to synthesize it. The reactants are: [Br:1][C:2]1[CH:7]=[CH:6][C:5]([NH:8][C:9]2[C:14]([C:15]3[O:16][C:17]([CH2:20]Cl)=[N:18][N:19]=3)=[CH:13][N:12]3[CH:22]=[CH:23][N:24]=[C:11]3[C:10]=2[Cl:25])=[C:4]([F:26])[CH:3]=1.[I-].[K+].[NH3:29]. (9) Given the product [CH:1]([O-:3])=[O:2].[K+:4].[C:5](=[O:6])([O-:8])[O-:7].[K+:4].[K+:4], predict the reactants needed to synthesize it. The reactants are: [CH:1]([O-:3])=[O:2].[K+:4].[C:5](=[O:8])([O-:7])[O-:6].[K+].[K+].[Cl-].[K+].B([O-])([O-])[O-].